From a dataset of Experimentally validated miRNA-target interactions with 360,000+ pairs, plus equal number of negative samples. Binary Classification. Given a miRNA mature sequence and a target amino acid sequence, predict their likelihood of interaction. (1) The miRNA is hsa-miR-4789-5p with sequence GUAUACACCUGAUAUGUGUAUG. The protein sequence of the target gene is MALNHTALPQDERLPHYLRDGDPFASKLSWEADLVAGFYLTIIGILSTFGNGYVLYMSSRRKKKLRPAEIMTINLAVCDLGISVVGKPFTIISCFCHRWVFGWIGCRWYGWAGFFFGCGSLITMTAVSLDRYLKICYLSYGVWLKRKHAYICLAAIWAYASFWTTMPLVGLGDYVPEPFGTSCTLDWWLAQASVGGQVFILNILFFCLLLPTAVIVFSYVKIIAKVKSSSKEVAHFDSRIHSSHVLEMKLTKVAMLICAGFLIAWIPYAVVSVWSAFGRPDSIPIQLSVVPTLLAKSAAM.... Result: 1 (interaction). (2) The protein sequence of the target gene is MSSGKSARYNRFSGGPSNLPTPDVTTGTRMETTFGPAFSAVTTITKADGTSTYKQHCRTPSSSSTLAYSPRDEEDSMPPISTPRRSDSAISVRSLHSESSMSLRSTFSLPEEEEEPEPLVFAEQPSVKLCCQLCCSVFKDPVITTCGHTFCRRCALKSEKCPVDNVKLTVVVNNIAVAEQIGELFIHCRHGCRVAGSGKPPIFEVDPRGCPFTIKLSARKDHEGSCDYRPVRCPNNPSCPPLLRMNLEAHLKECEHIKCPHSKYGCTFIGNQDTYETHLETCRFEGLKEFLQQTDDRFHE.... Result: 1 (interaction). The miRNA is hsa-miR-3191-5p with sequence CUCUCUGGCCGUCUACCUUCCA.